Predict the reactants needed to synthesize the given product. From a dataset of Retrosynthesis with 50K atom-mapped reactions and 10 reaction types from USPTO. Given the product O=C1NC(=O)C(Cc2ccc3c(c2)CN(c2ccccn2)CCO3)S1, predict the reactants needed to synthesize it. The reactants are: O=C1NC(=O)C(=Cc2ccc3c(c2)CN(c2ccccn2)CCO3)S1.